This data is from Peptide-MHC class II binding affinity with 134,281 pairs from IEDB. The task is: Regression. Given a peptide amino acid sequence and an MHC pseudo amino acid sequence, predict their binding affinity value. This is MHC class II binding data. (1) The peptide sequence is NRQILDNAAKYVEHD. The MHC is DRB1_1501 with pseudo-sequence DRB1_1501. The binding affinity (normalized) is 0.375. (2) The peptide sequence is ECYTGFRSLIDDT. The MHC is HLA-DQA10101-DQB10501 with pseudo-sequence HLA-DQA10101-DQB10501. The binding affinity (normalized) is 0.244. (3) The peptide sequence is RVWIEDNPNMTDKTP. The MHC is DRB1_1302 with pseudo-sequence DRB1_1302. The binding affinity (normalized) is 0.616. (4) The peptide sequence is NVFDEVIPTAFTVGK. The MHC is DRB1_0401 with pseudo-sequence DRB1_0401. The binding affinity (normalized) is 0.332.